Dataset: Forward reaction prediction with 1.9M reactions from USPTO patents (1976-2016). Task: Predict the product of the given reaction. (1) Given the reactants [NH2:1][C:2]1[N:11]=[C:10]([N:12]2[CH2:17][CH2:16][N:15]([C:18](=[O:20])[CH3:19])[CH2:14][CH2:13]2)[C:9]2[C:4](=[CH:5][CH:6]=[C:7](Br)[CH:8]=2)[N:3]=1.[C:22]([NH:25][C:26]1[CH:31]=[CH:30][C:29](B(O)O)=[CH:28][CH:27]=1)(=[O:24])[CH3:23], predict the reaction product. The product is: [NH2:1][C:2]1[N:11]=[C:10]([N:12]2[CH2:17][CH2:16][N:15]([C:18](=[O:20])[CH3:19])[CH2:14][CH2:13]2)[C:9]2[C:4](=[CH:5][CH:6]=[C:7]([C:29]3[CH:30]=[CH:31][C:26]([NH:25][C:22](=[O:24])[CH3:23])=[CH:27][CH:28]=3)[CH:8]=2)[N:3]=1. (2) Given the reactants [F:1][C:2]1[CH:7]=[C:6]([F:8])[CH:5]=[CH:4][C:3]=1[C@@H:9]([NH:22][S@](C(C)(C)C)=O)[C:10]1[CH:15]=[CH:14][C:13]([P:16]([CH3:21])(=[O:20])[O:17][CH2:18][CH3:19])=[CH:12][CH:11]=1.[ClH:29].O1CCOCC1, predict the reaction product. The product is: [ClH:29].[NH2:22][C@H:9]([C:3]1[CH:4]=[CH:5][C:6]([F:8])=[CH:7][C:2]=1[F:1])[C:10]1[CH:11]=[CH:12][C:13]([P:16]([CH3:21])(=[O:20])[O:17][CH2:18][CH3:19])=[CH:14][CH:15]=1.